From a dataset of Full USPTO retrosynthesis dataset with 1.9M reactions from patents (1976-2016). Predict the reactants needed to synthesize the given product. (1) Given the product [NH:21]1[C:19]([CH:16]2[CH2:15][CH2:14][N:13]([C:10]3[S:11][CH:12]=[C:8]([C:5]4[CH:6]=[CH:7][C:2]([Br:1])=[CH:3][CH:4]=4)[N:9]=3)[CH2:18][CH2:17]2)=[N:20][N:23]=[N:22]1, predict the reactants needed to synthesize it. The reactants are: [Br:1][C:2]1[CH:7]=[CH:6][C:5]([C:8]2[N:9]=[C:10]([N:13]3[CH2:18][CH2:17][CH:16]([C:19]#[N:20])[CH2:15][CH2:14]3)[S:11][CH:12]=2)=[CH:4][CH:3]=1.[N-:21]=[N+:22]=[N-:23].[Na+]. (2) The reactants are: [CH3:1][CH:2]([CH2:4][C@H:5]([NH:20][C:21]([C@@H:23]([NH:28]C(OC(C)(C)C)=O)[CH2:24][CH2:25][S:26][CH3:27])=[O:22])[C:6]([NH:8][C@H:9]([C:17]([OH:19])=O)[CH2:10][C:11]1[CH:16]=[CH:15][CH:14]=[CH:13][CH:12]=1)=[O:7])[CH3:3].[NH2:36][CH2:37][CH2:38][C:39]([O:41][CH3:42])=[O:40].[C:43]([OH:49])([C:45]([F:48])([F:47])[F:46])=[O:44]. Given the product [NH2:28][C@H:23]([C:21]([NH:20][C@H:5]([C:6]([NH:8][C@H:9]([C:17]([NH:36][CH2:37][CH2:38][C:39]([O:41][CH3:42])=[O:40])=[O:19])[CH2:10][C:11]1[CH:12]=[CH:13][CH:14]=[CH:15][CH:16]=1)=[O:7])[CH2:4][CH:2]([CH3:3])[CH3:1])=[O:22])[CH2:24][CH2:25][S:26][CH3:27].[F:46][C:45]([C:43]([OH:49])=[O:44])([F:48])[F:47], predict the reactants needed to synthesize it. (3) Given the product [Cl:1][C:2]1[CH:3]=[C:4]([C@@H:12]([CH2:22][CH:23]2[CH2:24][CH2:25][CH2:26][CH2:27]2)[C:13]([NH:15][C:16]2[CH:20]=[CH:19][N:18]([CH2:21][CH:35]([CH3:41])[CH3:36])[N:17]=2)=[O:14])[CH:5]=[CH:6][C:7]=1[S:8]([CH3:11])(=[O:10])=[O:9], predict the reactants needed to synthesize it. The reactants are: [Cl:1][C:2]1[CH:3]=[C:4]([C@@H:12]([CH2:22][CH:23]2[CH2:27][CH2:26][CH2:25][CH2:24]2)[C:13]([NH:15][C:16]2[CH:20]=[CH:19][N:18]([CH3:21])[N:17]=2)=[O:14])[CH:5]=[CH:6][C:7]=1[S:8]([CH3:11])(=[O:10])=[O:9].C(Cl)(=O)C(Cl)=O.N1C(C)=CC=[CH:36][C:35]=1[CH3:41].C(N1C=CC(N)=N1)C(C)C. (4) Given the product [Cl:15][C:7]1[CH:6]=[C:5]([CH2:10][CH2:11][CH3:12])[N:4]=[C:3]([S:2][CH3:1])[N:8]=1, predict the reactants needed to synthesize it. The reactants are: [CH3:1][S:2][C:3]1[N:8]=[C:7](O)[CH:6]=[C:5]([CH2:10][CH2:11][CH3:12])[N:4]=1.P(Cl)(Cl)([Cl:15])=O. (5) The reactants are: [Br:1][C:2]1[CH:7]=[CH:6][C:5]([N+:8]([O-])=O)=[C:4]([S:11][C:12]2[CH:17]=[CH:16][CH:15]=[CH:14][C:13]=2[Br:18])[CH:3]=1. Given the product [Br:1][C:2]1[CH:7]=[CH:6][C:5]([NH2:8])=[C:4]([S:11][C:12]2[CH:17]=[CH:16][CH:15]=[CH:14][C:13]=2[Br:18])[CH:3]=1, predict the reactants needed to synthesize it.